Dataset: Forward reaction prediction with 1.9M reactions from USPTO patents (1976-2016). Task: Predict the product of the given reaction. Given the reactants [NH2:1][C:2]1[CH:7]=[CH:6][CH:5]=[CH:4][C:3]=1[NH:8][C:9]([C:11]1[C:16]([NH2:17])=[N:15][CH:14]=[CH:13][N:12]=1)=O.O, predict the reaction product. The product is: [NH2:17][C:16]1[C:11]([C:9]2[NH:1][C:2]3[CH:7]=[CH:6][CH:5]=[CH:4][C:3]=3[N:8]=2)=[N:12][CH:13]=[CH:14][N:15]=1.